Task: Predict which catalyst facilitates the given reaction.. Dataset: Catalyst prediction with 721,799 reactions and 888 catalyst types from USPTO (1) Reactant: [NH2:1][CH2:2][C@H:3]1[CH2:7][C@@H:6]([NH:8][S:9]([C:12]2[CH:17]=[C:16]([Br:18])[CH:15]=[CH:14][C:13]=2[Br:19])(=[O:11])=[O:10])[CH2:5][N:4]1[C:20]([O:22][C:23]([CH3:26])([CH3:25])[CH3:24])=[O:21].Cl[C:28]([O:30][C:31]1[CH:36]=[CH:35][CH:34]=[CH:33][CH:32]=1)=[O:29]. Product: [Br:19][C:13]1[CH:14]=[CH:15][C:16]([Br:18])=[CH:17][C:12]=1[S:9]([NH:8][C@H:6]1[CH2:5][N:4]([C:20]([O:22][C:23]([CH3:26])([CH3:25])[CH3:24])=[O:21])[C@@H:3]([CH2:2][NH:1][C:28]([O:30][C:31]2[CH:36]=[CH:35][CH:34]=[CH:33][CH:32]=2)=[O:29])[CH2:7]1)(=[O:10])=[O:11]. The catalyst class is: 76. (2) Reactant: Cl[C:2]1[C:11]2[C:6](=[CH:7][C:8]([C:14]3[C:15]([CH3:20])=[N:16][O:17][C:18]=3[CH3:19])=[C:9]([O:12][CH3:13])[CH:10]=2)[N:5]=[CH:4][C:3]=1[C:21]([NH2:23])=[O:22].[N:24]1[CH:29]=[CH:28][CH:27]=[CH:26][C:25]=1[C@H:30]([NH2:32])[CH3:31]. Product: [CH3:20][C:15]1[C:14]([C:8]2[CH:7]=[C:6]3[C:11]([C:2]([NH:32][C@@H:30]([C:25]4[CH:26]=[CH:27][CH:28]=[CH:29][N:24]=4)[CH3:31])=[C:3]([C:21]([NH2:23])=[O:22])[CH:4]=[N:5]3)=[CH:10][C:9]=2[O:12][CH3:13])=[C:18]([CH3:19])[O:17][N:16]=1. The catalyst class is: 23. (3) Reactant: [NH2:1][C:2]1[CH:7]=[CH:6][C:5]([OH:8])=[CH:4][CH:3]=1.CN(C=O)C.[H-].[Na+].Cl[C:17]1[N:22]=[CH:21][N:20]=[C:19]2[N:23]([CH:26]3[CH2:31][CH2:30][CH2:29][CH2:28][O:27]3)[N:24]=[CH:25][C:18]=12. Product: [O:27]1[CH2:28][CH2:29][CH2:30][CH2:31][CH:26]1[N:23]1[C:19]2=[N:20][CH:21]=[N:22][C:17]([O:8][C:5]3[CH:6]=[CH:7][C:2]([NH2:1])=[CH:3][CH:4]=3)=[C:18]2[CH:25]=[N:24]1. The catalyst class is: 13. (4) Reactant: [BH4-].[Na+].[CH:3]1([CH:6]2[CH2:15][C:14](=[O:16])[C:13]3[C:8](=[C:9]([O:40][CH3:41])[C:10]([O:38][CH3:39])=[CH:11][C:12]=3[CH2:17][C:18]3[C:19]([NH:31][C:32](=[O:37])[C:33]([CH3:36])([CH3:35])[CH3:34])=[N:20][C:21]([NH:24][C:25](=[O:30])[C:26]([CH3:29])([CH3:28])[CH3:27])=[N:22][CH:23]=3)[O:7]2)[CH2:5][CH2:4]1.O. Product: [CH:3]1([CH:6]2[CH2:15][CH:14]([OH:16])[C:13]3[C:8](=[C:9]([O:40][CH3:41])[C:10]([O:38][CH3:39])=[CH:11][C:12]=3[CH2:17][C:18]3[C:19]([NH:31][C:32](=[O:37])[C:33]([CH3:34])([CH3:35])[CH3:36])=[N:20][C:21]([NH:24][C:25](=[O:30])[C:26]([CH3:29])([CH3:28])[CH3:27])=[N:22][CH:23]=3)[O:7]2)[CH2:4][CH2:5]1. The catalyst class is: 41. (5) Reactant: [CH:1]([N:14]1[CH2:19][CH2:18][N:17]([CH2:20][C:21](O)=[O:22])[CH2:16][CH2:15]1)([C:8]1[CH:13]=[CH:12][CH:11]=[CH:10][CH:9]=1)[C:2]1[CH:7]=[CH:6][CH:5]=[CH:4][CH:3]=1.[NH2:24][C:25]1[S:26][C:27]2[CH:33]=[C:32]([F:34])[CH:31]=[CH:30][C:28]=2[N:29]=1.C(Cl)CCl. Product: [CH:1]([N:14]1[CH2:19][CH2:18][N:17]([CH2:20][C:21]([NH:24][C:25]2[S:26][C:27]3[CH:33]=[C:32]([F:34])[CH:31]=[CH:30][C:28]=3[N:29]=2)=[O:22])[CH2:16][CH2:15]1)([C:8]1[CH:13]=[CH:12][CH:11]=[CH:10][CH:9]=1)[C:2]1[CH:3]=[CH:4][CH:5]=[CH:6][CH:7]=1. The catalyst class is: 166. (6) Reactant: C([O:3][C:4]([C:6]1[CH:7]=[CH:8][N:9]2[C:13]([CH:14]=1)=[C:12]([C:15]#[N:16])[CH:11]=[CH:10]2)=[O:5])C.[OH-].[Li+].Cl. Product: [C:15]([C:12]1[CH:11]=[CH:10][N:9]2[C:13]=1[CH:14]=[C:6]([C:4]([OH:5])=[O:3])[CH:7]=[CH:8]2)#[N:16]. The catalyst class is: 738. (7) Reactant: [S-:1][C:2]#[N:3].[NH4+].[F:5][C:6]1[CH:14]=[CH:13][C:9]([C:10](Cl)=[O:11])=[CH:8][CH:7]=1.[CH3:15][O:16][C:17]1[CH:18]=[C:19]([CH:21]=[C:22]([O:24][CH3:25])[CH:23]=1)[NH2:20]. Product: [CH3:25][O:24][C:22]1[CH:21]=[C:19]([NH:20][C:2]([NH:3][C:10](=[O:11])[C:9]2[CH:13]=[CH:14][C:6]([F:5])=[CH:7][CH:8]=2)=[S:1])[CH:18]=[C:17]([O:16][CH3:15])[CH:23]=1. The catalyst class is: 21.